Predict the reactants needed to synthesize the given product. From a dataset of Full USPTO retrosynthesis dataset with 1.9M reactions from patents (1976-2016). (1) Given the product [CH3:18][O:17][C:12]1[CH:11]=[C:10]2[C:15]([CH:6]=[N:7][CH:8]=[N:9]2)=[CH:14][CH:13]=1, predict the reactants needed to synthesize it. The reactants are: ClC1C(F)=C(C=CC=1)N[C:6]1[C:15]2[C:10](=[CH:11][C:12]([O:17][CH3:18])=[C:13](O)[CH:14]=2)[N:9]=[CH:8][N:7]=1.[N+](C1C=CC(S(O[C@@H]2CCN(C(OC(C)(C)C)=O)C2)(=O)=O)=CC=1)([O-])=O. (2) Given the product [OH:21][CH:20]([CH2:12][OH:22])[CH2:1][C:4]1[CH:5]=[C:6]([CH:9]=[CH:10][CH:11]=1)[C:7]#[N:8], predict the reactants needed to synthesize it. The reactants are: [CH2:1]([C:4]1[CH:5]=[C:6]([CH:9]=[CH:10][CH:11]=1)[C:7]#[N:8])C=C.[CH3:12][N+]1([O-])CCOCC1.[CH3:20][OH:21].[OH2:22].